This data is from CYP2C9 inhibition data for predicting drug metabolism from PubChem BioAssay. The task is: Regression/Classification. Given a drug SMILES string, predict its absorption, distribution, metabolism, or excretion properties. Task type varies by dataset: regression for continuous measurements (e.g., permeability, clearance, half-life) or binary classification for categorical outcomes (e.g., BBB penetration, CYP inhibition). Dataset: cyp2c9_veith. (1) The molecule is Clc1ccc(COc2ccccn2)cc1Cl. The result is 0 (non-inhibitor). (2) The molecule is COc1ccc(-n2c(=O)cnc3cnc(OC)nc32)cc1. The result is 0 (non-inhibitor).